From a dataset of Peptide-MHC class I binding affinity with 185,985 pairs from IEDB/IMGT. Regression. Given a peptide amino acid sequence and an MHC pseudo amino acid sequence, predict their binding affinity value. This is MHC class I binding data. (1) The peptide sequence is RYDYANLCQ. The MHC is HLA-B40:01 with pseudo-sequence HLA-B40:01. The binding affinity (normalized) is 0.0847. (2) The peptide sequence is ERWHSLIK. The binding affinity (normalized) is 0.183. The MHC is Mamu-B03 with pseudo-sequence Mamu-B03.